Task: Predict which catalyst facilitates the given reaction.. Dataset: Catalyst prediction with 721,799 reactions and 888 catalyst types from USPTO (1) Reactant: [CH3:1][CH:2]([CH3:22])[C@@H:3]([NH:7][S:8]([C:11]1[CH:21]=[CH:20][C:14]2[N:15]=[C:16]([S:18][CH3:19])[S:17][C:13]=2[CH:12]=1)(=[O:10])=[O:9])[C:4](O)=[O:5].C(Cl)(=O)C([Cl:26])=O.CN(C=O)C. Product: [CH3:1][CH:2]([CH3:22])[C@@H:3]([NH:7][S:8]([C:11]1[CH:21]=[CH:20][C:14]2[N:15]=[C:16]([S:18][CH3:19])[S:17][C:13]=2[CH:12]=1)(=[O:10])=[O:9])[C:4]([Cl:26])=[O:5]. The catalyst class is: 4. (2) Reactant: [F:1][CH:2]([F:31])[CH2:3][N:4]1[CH2:9][CH2:8][N:7]2[N:10]=[C:11]([NH:13][C:14]3[C:15](=[O:30])[N:16]([CH3:29])[CH:17]=[C:18](B4OC(C)(C)C(C)(C)O4)[CH:19]=3)[CH:12]=[C:6]2[CH2:5]1.[C:32]([C:36]1[CH:37]=[C:38]2[C:43](=[C:44]([F:46])[CH:45]=1)[C:42](=[O:47])[N:41]([C:48]1[N:55]=[CH:54][CH:53]=[C:52](Cl)[C:49]=1[CH:50]=[O:51])[N:40]=[CH:39]2)([CH3:35])([CH3:34])[CH3:33].[O-]P([O-])([O-])=O.[K+].[K+].[K+].C([O-])(=O)C.[Na+]. Product: [C:32]([C:36]1[CH:37]=[C:38]2[C:43](=[C:44]([F:46])[CH:45]=1)[C:42](=[O:47])[N:41]([C:48]1[N:55]=[CH:54][CH:53]=[C:52]([C:18]3[CH:19]=[C:14]([NH:13][C:11]4[CH:12]=[C:6]5[CH2:5][N:4]([CH2:3][CH:2]([F:31])[F:1])[CH2:9][CH2:8][N:7]5[N:10]=4)[C:15](=[O:30])[N:16]([CH3:29])[CH:17]=3)[C:49]=1[CH:50]=[O:51])[N:40]=[CH:39]2)([CH3:35])([CH3:33])[CH3:34]. The catalyst class is: 543. (3) Reactant: [H-].[Na+].[C:3]([O:7][C:8]([N:10]([C:28]([O:30][C:31]([CH3:34])([CH3:33])[CH3:32])=[O:29])[CH:11]1[CH:16]([OH:17])[CH2:15][CH2:14][N:13]([C:18]([O:20][CH2:21][C:22]2[CH:27]=[CH:26][CH:25]=[CH:24][CH:23]=2)=[O:19])[CH2:12]1)=[O:9])([CH3:6])([CH3:5])[CH3:4].[CH3:35]I. Product: [C:31]([O:30][C:28]([N:10]([C:8]([O:7][C:3]([CH3:6])([CH3:5])[CH3:4])=[O:9])[C@H:11]1[C@H:16]([O:17][CH3:35])[CH2:15][CH2:14][N:13]([C:18]([O:20][CH2:21][C:22]2[CH:23]=[CH:24][CH:25]=[CH:26][CH:27]=2)=[O:19])[CH2:12]1)=[O:29])([CH3:34])([CH3:33])[CH3:32]. The catalyst class is: 1.